Dataset: Full USPTO retrosynthesis dataset with 1.9M reactions from patents (1976-2016). Task: Predict the reactants needed to synthesize the given product. (1) Given the product [CH2:1]([N:3]1[C:4]([CH3:21])([CH3:20])[CH2:5][NH:6][CH2:7][C:8]1=[O:9])[CH3:2], predict the reactants needed to synthesize it. The reactants are: [CH2:1]([N:3]1[C:8](=[O:9])[CH2:7][N:6](C(OCC2C=CC=CC=2)=O)[CH2:5][C:4]1([CH3:21])[CH3:20])[CH3:2]. (2) Given the product [F:14][C:15]1[CH:16]=[C:17]([N+:22]([O-:24])=[O:23])[CH:18]=[CH:19][C:20]=1[N:5]1[CH:6]=[C:2]([CH3:1])[N:3]=[N:4]1, predict the reactants needed to synthesize it. The reactants are: [CH3:1][C:2]1[N:3]=[N:4][NH:5][CH:6]=1.OP([O-])([O-])=O.[K+].[K+].[F:14][C:15]1[CH:16]=[C:17]([N+:22]([O-:24])=[O:23])[CH:18]=[CH:19][C:20]=1F. (3) Given the product [CH2:1]([N:8]1[C@@H:13]([CH2:14][O:15][Si:28]([C:25]([CH3:27])([CH3:26])[CH3:24])([CH3:30])[CH3:29])[CH2:12][NH:11][CH2:10][C:9]1=[O:16])[C:2]1[CH:3]=[CH:4][CH:5]=[CH:6][CH:7]=1, predict the reactants needed to synthesize it. The reactants are: [CH2:1]([N:8]1[C@@H:13]([CH2:14][OH:15])[CH2:12][NH:11][CH2:10][C:9]1=[O:16])[C:2]1[CH:7]=[CH:6][CH:5]=[CH:4][CH:3]=1.C(N(CC)CC)C.[CH3:24][C:25]([Si:28](Cl)([CH3:30])[CH3:29])([CH3:27])[CH3:26]. (4) Given the product [CH2:24]([N:16]([CH2:15][C:13]1[N:14]=[C:9]2[S:8][C:7]([CH3:27])=[C:6]([CH2:5][CH:4]=[O:3])[N:10]2[C:11](=[O:26])[CH:12]=1)[C:17]1[CH:18]=[CH:19][C:20]([F:23])=[CH:21][CH:22]=1)[CH3:25], predict the reactants needed to synthesize it. The reactants are: C([O:3]/[CH:4]=[CH:5]/[C:6]1[N:10]2[C:11](=[O:26])[CH:12]=[C:13]([CH2:15][N:16]([CH2:24][CH3:25])[C:17]3[CH:22]=[CH:21][C:20]([F:23])=[CH:19][CH:18]=3)[N:14]=[C:9]2[S:8][C:7]=1[CH3:27])C.Cl.C(=O)(O)[O-].[Na+].